Dataset: CYP3A4 inhibition data for predicting drug metabolism from PubChem BioAssay. Task: Regression/Classification. Given a drug SMILES string, predict its absorption, distribution, metabolism, or excretion properties. Task type varies by dataset: regression for continuous measurements (e.g., permeability, clearance, half-life) or binary classification for categorical outcomes (e.g., BBB penetration, CYP inhibition). Dataset: cyp3a4_veith. The result is 0 (non-inhibitor). The drug is Cn1nnnc1SCc1ccc(C(=O)Nc2ccc(Br)cc2)cc1.